Dataset: Full USPTO retrosynthesis dataset with 1.9M reactions from patents (1976-2016). Task: Predict the reactants needed to synthesize the given product. The reactants are: [CH:1]([C:3]1[CH:8]=[CH:7][C:6]([NH:9][C:10](=[O:12])[CH3:11])=[C:5]([N+:13]([O-:15])=[O:14])[CH:4]=1)=O.[S:16]1[CH2:22][C:20](=[O:21])[NH:19][C:17]1=[S:18].N1CCCCC1. Given the product [N+:13]([C:5]1[CH:4]=[C:3]([CH:1]=[C:22]2[S:16][C:17](=[S:18])[NH:19][C:20]2=[O:21])[CH:8]=[CH:7][C:6]=1[NH:9][C:10](=[O:12])[CH3:11])([O-:15])=[O:14], predict the reactants needed to synthesize it.